The task is: Predict which catalyst facilitates the given reaction.. This data is from Catalyst prediction with 721,799 reactions and 888 catalyst types from USPTO. (1) Reactant: [Cl:1][C:2]1[CH:3]=[C:4]([CH2:18][N:19]2[C:23]([CH3:24])=[CH:22][C:21]([C:25]([O:27]CC)=[O:26])=[N:20]2)[C:5]2[O:9][C:8]([C:10]3[CH:15]=[CH:14][C:13]([Cl:16])=[CH:12][CH:11]=3)=[CH:7][C:6]=2[CH:17]=1.[OH-].[Na+]. Product: [Cl:1][C:2]1[CH:3]=[C:4]([CH2:18][N:19]2[C:23]([CH3:24])=[CH:22][C:21]([C:25]([OH:27])=[O:26])=[N:20]2)[C:5]2[O:9][C:8]([C:10]3[CH:15]=[CH:14][C:13]([Cl:16])=[CH:12][CH:11]=3)=[CH:7][C:6]=2[CH:17]=1. The catalyst class is: 8. (2) Reactant: CO.[S-2:3].[CH3:4][Na].Cl[C:7]1[CH:12]=[CH:11][C:10]([N+:13]([O-:15])=[O:14])=[CH:9][N:8]=1. Product: [CH3:4][S:3][C:7]1[CH:12]=[CH:11][C:10]([N+:13]([O-:15])=[O:14])=[CH:9][N:8]=1. The catalyst class is: 6. (3) Reactant: C[N:2]1[C:6]([C:7]2[N:8]([CH2:23][CH2:24][CH2:25][O:26][C:27]3[C:36]4[C:31](=[CH:32][CH:33]=[CH:34][CH:35]=4)[CH:30]=[CH:29][CH:28]=3)[C:9]3[C:14]([CH:15]=2)=[C:13]([C:16]2[CH:21]=[CH:20][CH:19]=[CH:18][C:17]=2[CH3:22])[CH:12]=[CH:11][CH:10]=3)=CC(O)=N1.[N-:38]=[N+:39]=[N-:40].[Na+].[NH4+].[Cl-]. Product: [CH3:22][C:17]1[CH:18]=[CH:19][CH:20]=[CH:21][C:16]=1[C:13]1[CH:12]=[CH:11][CH:10]=[C:9]2[C:14]=1[CH:15]=[C:7]([C:6]1[NH:2][N:40]=[N:39][N:38]=1)[N:8]2[CH2:23][CH2:24][CH2:25][O:26][C:27]1[C:36]2[C:31](=[CH:32][CH:33]=[CH:34][CH:35]=2)[CH:30]=[CH:29][CH:28]=1. The catalyst class is: 9. (4) Reactant: Br[C:2]([CH3:11])([CH3:10])[C:3]([O:5][C:6]([CH3:9])([CH3:8])[CH3:7])=[O:4].Cl.[NH:13]1[CH2:18][CH2:17][C:16](=[O:19])[CH2:15][CH2:14]1.C(=O)([O-])[O-].[K+].[K+]. Product: [CH3:10][C:2]([N:13]1[CH2:18][CH2:17][C:16](=[O:19])[CH2:15][CH2:14]1)([CH3:11])[C:3]([O:5][C:6]([CH3:9])([CH3:8])[CH3:7])=[O:4]. The catalyst class is: 21. (5) Product: [CH3:42][CH:41]([CH3:43])[CH2:40][C:39]([NH:34][CH2:32][C:3]1[CH:2]=[CH:7][CH:6]=[C:5]([C:8]2[N:13]3[N:14]=[C:15]([NH:17][C:18]4[CH:23]=[CH:22][C:21]([O:24][CH2:25][CH2:26][N:27]5[CH2:31][CH2:30][CH2:29][CH2:28]5)=[CH:20][CH:19]=4)[N:16]=[C:12]3[CH:11]=[CH:10][CH:9]=2)[CH:4]=1)=[O:44]. Reactant: N[C:2]1[CH:7]=[CH:6][C:5]([C:8]2[N:13]3[N:14]=[C:15]([NH:17][C:18]4[CH:23]=[CH:22][C:21]([O:24][CH2:25][CH2:26][N:27]5[CH2:31][CH2:30][CH2:29][CH2:28]5)=[CH:20][CH:19]=4)[N:16]=[C:12]3[CH:11]=[CH:10][CH:9]=2)=[CH:4][CH:3]=1.[CH2:32]([N:34](CC)CC)C.[C:39](Cl)(=[O:44])[CH2:40][CH:41]([CH3:43])[CH3:42]. The catalyst class is: 4. (6) Reactant: C[N:2]1[CH:7]2[CH2:8][CH2:9][CH:3]1[CH2:4][C:5](=[O:10])[CH2:6]2.C([O-])([O-])=O.[K+].[K+].Cl[C:18]([O:20][CH2:21][C:22]1[CH:27]=[CH:26][CH:25]=[CH:24][CH:23]=1)=[O:19]. Product: [O:10]=[C:5]1[CH2:6][CH:7]2[N:2]([C:18]([O:20][CH2:21][C:22]3[CH:27]=[CH:26][CH:25]=[CH:24][CH:23]=3)=[O:19])[CH:3]([CH2:9][CH2:8]2)[CH2:4]1. The catalyst class is: 11. (7) Reactant: [CH2:1]([C:5]1[CH:10]=[CH:9][C:8]([C:11]#[C:12][C:13]2[CH:33]=[CH:32][C:16]([CH2:17][NH:18][C:19]3[CH:31]=[CH:30][C:22]4[O:23][C:24]([CH3:29])([CH3:28])[O:25][C:26](=[O:27])[C:21]=4[CH:20]=3)=[CH:15][CH:14]=2)=[CH:7][CH:6]=1)[CH2:2][CH2:3][CH3:4].[C:34]1([CH2:40][CH2:41][CH:42]=O)[CH:39]=[CH:38][CH:37]=[CH:36][CH:35]=1.C(O[BH-](OC(=O)C)OC(=O)C)(=O)C.[Na+]. Product: [CH2:1]([C:5]1[CH:6]=[CH:7][C:8]([C:11]#[C:12][C:13]2[CH:33]=[CH:32][C:16]([CH2:17][N:18]([CH2:42][CH2:41][CH2:40][C:34]3[CH:39]=[CH:38][CH:37]=[CH:36][CH:35]=3)[C:19]3[CH:31]=[CH:30][C:22]4[O:23][C:24]([CH3:29])([CH3:28])[O:25][C:26](=[O:27])[C:21]=4[CH:20]=3)=[CH:15][CH:14]=2)=[CH:9][CH:10]=1)[CH2:2][CH2:3][CH3:4]. The catalyst class is: 26. (8) Reactant: [CH3:1][O:2][C:3]([C:5]1[S:6][C:7]([C:18]#[C:19][C:20]([CH3:23])([CH3:22])[CH3:21])=[CH:8][C:9]=1[NH:10][NH:11][C:12](=[O:17])[C:13]([F:16])([F:15])[F:14])=[O:4].[CH3:24][CH:25]1[CH2:30][CH2:29][CH:28]([C:31](Cl)=[O:32])[CH2:27][CH2:26]1. Product: [CH3:1][O:2][C:3]([C:5]1[S:6][C:7]([C:18]#[C:19][C:20]([CH3:23])([CH3:22])[CH3:21])=[CH:8][C:9]=1[N:10]([C:31]([CH:28]1[CH2:29][CH2:30][CH:25]([CH3:24])[CH2:26][CH2:27]1)=[O:32])[NH:11][C:12](=[O:17])[C:13]([F:14])([F:15])[F:16])=[O:4]. The catalyst class is: 864. (9) Reactant: [O:1]=[C:2]1[C:10](=[O:11])[C:9]2[C:4](=[CH:5][CH:6]=[C:7]([S:12][CH2:13][CH2:14][C:15]3[CH:24]=[CH:23][C:18]([C:19]([O:21]C)=[O:20])=[CH:17][CH:16]=3)[CH:8]=2)[N:3]1[CH2:25][CH2:26][CH2:27][CH3:28].C(=O)([O-])[O-].[K+].[K+]. Product: [O:1]=[C:2]1[C:10](=[O:11])[C:9]2[C:4](=[CH:5][CH:6]=[C:7]([S:12][CH2:13][CH2:14][C:15]3[CH:24]=[CH:23][C:18]([C:19]([OH:21])=[O:20])=[CH:17][CH:16]=3)[CH:8]=2)[N:3]1[CH2:25][CH2:26][CH2:27][CH3:28]. The catalyst class is: 24.